This data is from Reaction yield outcomes from USPTO patents with 853,638 reactions. The task is: Predict the reaction yield, written as a fraction of the theoretical maximum amount of product (1.0 means a 100% yield; for example, 0.34 means a 34% yield). (1) The reactants are [Cl:1][C:2]1[C:7]([C:8]([N:10]([CH2:30][CH2:31][OH:32])[C:11]2[CH:12]=[C:13]3[C:17](=[CH:18][CH:19]=2)[N:16]([C:20]2[CH:21]=[N:22][C:23]([C:26]([OH:29])([CH3:28])[CH3:27])=[CH:24][CH:25]=2)[CH:15]=[CH:14]3)=[O:9])=[C:6](Cl)[N:5]=[CH:4][N:3]=1.C(N(CC)CC)C. The catalyst is C(#N)C. The product is [Cl:1][C:2]1[C:7]2[C:8](=[O:9])[N:10]([C:11]3[CH:12]=[C:13]4[C:17](=[CH:18][CH:19]=3)[N:16]([C:20]3[CH:21]=[N:22][C:23]([C:26]([OH:29])([CH3:28])[CH3:27])=[CH:24][CH:25]=3)[CH:15]=[CH:14]4)[CH2:30][CH2:31][O:32][C:6]=2[N:5]=[CH:4][N:3]=1. The yield is 0.562. (2) The reactants are [CH3:1][O:2][C:3]1[CH:20]=[CH:19][C:18]2[C@@H:17]3[C@@H:8]([C@H:9]4[C@@:13]([CH2:15][CH2:16]3)([CH3:14])[C:12](=O)[CH2:11][CH2:10]4)[CH2:7][CH2:6][C:5]=2[CH:4]=1.[C:22]1([S:28]([NH:31][NH2:32])(=[O:30])=[O:29])[CH:27]=[CH:26][CH:25]=[CH:24][CH:23]=1. The catalyst is C(O)C.Cl. The product is [C:22]1([S:28]([NH:31][N:32]=[C:12]2[CH2:11][CH2:10][C@H:9]3[C@@H:8]4[C@H:17]([CH2:16][CH2:15][C@:13]23[CH3:14])[C:18]2[CH:19]=[CH:20][C:3]([O:2][CH3:1])=[CH:4][C:5]=2[CH2:6][CH2:7]4)(=[O:29])=[O:30])[CH:23]=[CH:24][CH:25]=[CH:26][CH:27]=1. The yield is 0.920. (3) The reactants are [CH3:1][C:2]1[C:7]([N+:8]([O-:10])=[O:9])=[CH:6][CH:5]=[CH:4][C:3]=1CC#N.[OH-:14].[K+].[CH2:16]([OH:18])[CH3:17]. No catalyst specified. The product is [CH3:1][C:2]1[C:7]([N+:8]([O-:10])=[O:9])=[CH:6][CH:5]=[CH:4][C:3]=1[CH2:17][C:16]([OH:14])=[O:18]. The yield is 0.860. (4) The reactants are [Br:1][C:2]1[CH:7]=[N:6][C:5]([OH:8])=[C:4]2[O:9][C:10]([Cl:12])=[CH:11][C:3]=12.[C:13]([O-])([O-])=O.[K+].[K+].CI. The catalyst is CN(C=O)C. The product is [Br:1][C:2]1[C:3]2[CH:11]=[C:10]([Cl:12])[O:9][C:4]=2[C:5](=[O:8])[N:6]([CH3:13])[CH:7]=1. The yield is 0.850.